Dataset: Forward reaction prediction with 1.9M reactions from USPTO patents (1976-2016). Task: Predict the product of the given reaction. (1) Given the reactants [I:1][C:2]1[CH:37]=[N:36][C:5]2[N:6]([C:19]([NH:21][CH:22]([C:25]3[CH:30]=[CH:29][C:28]([O:31][C:32]([F:35])([F:34])[F:33])=[CH:27][CH:26]=3)[CH2:23][CH3:24])=[O:20])[CH2:7][C:8](=[O:18])[N:9](COCC[Si](C)(C)C)[C:4]=2[CH:3]=1.FC(F)(F)C(O)=O, predict the reaction product. The product is: [I:1][C:2]1[CH:37]=[N:36][C:5]2[N:6]([C:19]([NH:21][CH:22]([C:25]3[CH:26]=[CH:27][C:28]([O:31][C:32]([F:34])([F:35])[F:33])=[CH:29][CH:30]=3)[CH2:23][CH3:24])=[O:20])[CH2:7][C:8](=[O:18])[NH:9][C:4]=2[CH:3]=1. (2) Given the reactants Cl[C:2]1[C:11]2[N:10]=[C:9]([CH3:12])[CH:8]=[CH:7][C:6]=2[C:5](B(O)O)=[CH:4][N:3]=1.Br[C:17]1[C:18]([CH3:23])=[N:19][CH:20]=[CH:21][CH:22]=1.[NH2:24][C:25]1[N:26]=[C:27]([CH3:30])[S:28][CH:29]=1, predict the reaction product. The product is: [CH3:12][C:9]1[CH:8]=[CH:7][C:6]2[C:11](=[C:2]([NH:24][C:25]3[N:26]=[C:27]([CH3:30])[S:28][CH:29]=3)[N:3]=[CH:4][C:5]=2[C:17]2[C:18]([CH3:23])=[N:19][CH:20]=[CH:21][CH:22]=2)[N:10]=1. (3) Given the reactants [F:1][C:2]1[C:12]2[C:11](=[O:13])[CH2:10][CH2:9][CH2:8][CH2:7][C:6]=2[CH:5]=[C:4]([N:14]2[CH2:18][C@H:17]([CH2:19][NH:20][C:21](=[O:23])[CH3:22])[O:16][C:15]2=[O:24])[CH:3]=1.[Li+].C[Si]([N-][Si](C)(C)C)(C)C.[O:35]1[CH:39]=[CH:38][CH:37]=[C:36]1[C:40](Cl)=[O:41].[Cl-].[NH4+], predict the reaction product. The product is: [F:1][C:2]1[C:12]2[C:11](=[O:13])[CH:10]([C:40]([C:36]3[O:35][CH:39]=[CH:38][CH:37]=3)=[O:41])[CH2:9][CH2:8][CH2:7][C:6]=2[CH:5]=[C:4]([N:14]2[CH2:18][C@H:17]([CH2:19][NH:20][C:21](=[O:23])[CH3:22])[O:16][C:15]2=[O:24])[CH:3]=1.